Dataset: Reaction yield outcomes from USPTO patents with 853,638 reactions. Task: Predict the reaction yield, written as a fraction of the theoretical maximum amount of product (1.0 means a 100% yield; for example, 0.34 means a 34% yield). (1) The reactants are [Br:1][C:2]1[CH:3]=[C:4]2[C:8](=[CH:9][CH:10]=1)[NH:7][C:6](=[O:11])[CH2:5]2.[CH2:12]([N:14]([CH2:34][CH3:35])[CH2:15][CH2:16][CH2:17][NH:18][C:19]([C:21]1[C:25]([CH:26]([CH3:28])[CH3:27])=[C:24]([CH:29]=O)[NH:23][C:22]=1[CH:31]([CH3:33])[CH3:32])=[O:20])[CH3:13]. No catalyst specified. The product is [CH2:34]([N:14]([CH2:12][CH3:13])[CH2:15][CH2:16][CH2:17][NH:18][C:19]([C:21]1[C:25]([CH:26]([CH3:28])[CH3:27])=[C:24]([CH:29]=[C:5]2[C:4]3[C:8](=[CH:9][CH:10]=[C:2]([Br:1])[CH:3]=3)[NH:7][C:6]2=[O:11])[NH:23][C:22]=1[CH:31]([CH3:33])[CH3:32])=[O:20])[CH3:35]. The yield is 0.250. (2) The reactants are [CH3:1][C:2]1[CH:7]=[CH:6][C:5]([CH3:8])=[CH:4][C:3]=1[C:9](=[O:11])[CH3:10].[F:12][C:13]([F:20])([F:19])[C:14](OCC)=[O:15].C[O-].[Na+]. The catalyst is CS(C)=O. The product is [CH3:1][C:2]1[CH:7]=[CH:6][C:5]([CH3:8])=[CH:4][C:3]=1[C:9](=[O:11])[CH2:10][C:14](=[O:15])[C:13]([F:20])([F:19])[F:12]. The yield is 0.820.